This data is from Full USPTO retrosynthesis dataset with 1.9M reactions from patents (1976-2016). The task is: Predict the reactants needed to synthesize the given product. Given the product [C:3]1(/[CH:2]=[CH:1]/[C:10]2[CH:15]=[CH:14][CH:13]=[CH:12][CH:11]=2)[CH:8]=[CH:7][CH:6]=[CH:5][CH:4]=1, predict the reactants needed to synthesize it. The reactants are: [CH2:1]=[CH:2][C:3]1[CH:8]=[CH:7][CH:6]=[CH:5][CH:4]=1.Cl[C:10]1[CH:15]=[CH:14][CH:13]=[CH:12][CH:11]=1.C(N(CCCC)CCCC)CCC.